Dataset: Forward reaction prediction with 1.9M reactions from USPTO patents (1976-2016). Task: Predict the product of the given reaction. (1) Given the reactants [CH2:1]([C:3]1[N:7]=[C:6]([CH2:8][N:9]2[C:14]3[CH:15]=[C:16]([C:18]4[CH:23]=[CH:22][CH:21]=[CH:20][CH:19]=4)[S:17][C:13]=3[C:12](=[O:24])[N:11]([CH:25]3[CH2:30][CH2:29][N:28](C(OC(C)(C)C)=O)[CH2:27][CH2:26]3)[C:10]2=[O:38])[O:5][N:4]=1)[CH3:2].Cl.O.[OH-].[Na+], predict the reaction product. The product is: [CH2:1]([C:3]1[N:7]=[C:6]([CH2:8][N:9]2[C:14]3[CH:15]=[C:16]([C:18]4[CH:23]=[CH:22][CH:21]=[CH:20][CH:19]=4)[S:17][C:13]=3[C:12](=[O:24])[N:11]([CH:25]3[CH2:30][CH2:29][NH:28][CH2:27][CH2:26]3)[C:10]2=[O:38])[O:5][N:4]=1)[CH3:2]. (2) Given the reactants [CH2:1]1[C:5]2=[CH:6][C:7]3[NH:11][C:10]([CH:12]=[C:13]4[N:17]=[C:16]([CH:18]=[C:19]5[NH:24][C:22](=[CH:23][C:3](=[N:4]2)[CH2:2]1)[CH:21]=[CH:20]5)[CH2:15][CH2:14]4)=[CH:9][CH:8]=3.Br.IC1C=C(C=CC=1)CO.C([O-])([O-])=O.[K+].[K+], predict the reaction product. The product is: [CH2:9]1[C:10]2=[CH:12][C:13]3[NH:17][C:16]([CH:18]=[C:19]4[N:24]=[C:22]([CH:23]=[C:3]5[NH:4][C:5](=[CH:6][C:7](=[N:11]2)[CH2:8]1)[CH:1]=[CH:2]5)[CH:21]=[CH:20]4)=[CH:15][CH:14]=3. (3) Given the reactants [CH:1]1[N:5]2[C:6]3[C:11]([NH:12][C:13](=[O:14])[C:4]2=[CH:3][CH:2]=1)=[CH:10][CH:9]=[CH:8][CH:7]=3.[H-].[Na+].[Br:17][CH2:18][CH2:19][CH2:20][Cl:21], predict the reaction product. The product is: [Cl:21][CH2:20][CH2:19][CH2:18][N:12]1[C:11]2[C:6](=[CH:7][CH:8]=[CH:9][CH:10]=2)[N:5]2[CH:1]=[CH:2][CH:3]=[C:4]2[C:13]1=[O:14].[Br:17][CH2:18][CH2:19][CH2:20][N:12]1[C:11]2[C:6](=[CH:7][CH:8]=[CH:9][CH:10]=2)[N:5]2[CH:1]=[CH:2][CH:3]=[C:4]2[C:13]1=[O:14]. (4) Given the reactants Cl[C:2]1[CH:7]=[CH:6][N:5]=[CH:4][C:3]=1[N+:8]([O-:10])=[O:9].B([C:14]1[CH:15]=[C:16]([CH:20]=[CH:21][CH:22]=1)[C:17]([OH:19])=[O:18])(O)O.C(=O)([O-])[O-].[K+].[K+], predict the reaction product. The product is: [N+:8]([C:3]1[CH:4]=[N:5][CH:6]=[CH:7][C:2]=1[C:14]1[CH:15]=[C:16]([CH:20]=[CH:21][CH:22]=1)[C:17]([OH:19])=[O:18])([O-:10])=[O:9]. (5) Given the reactants [O:1]1[C@@:5]2([CH:10]3[CH2:11][CH2:12][N:7]([CH2:8][CH2:9]3)[CH2:6]2)[CH2:4][NH:3][C:2]1=[O:13].Br[C:15]1[CH:16]=[C:17]([C:20]2[CH:25]=[CH:24][CH:23]=[CH:22][N:21]=2)[S:18][CH:19]=1, predict the reaction product. The product is: [N:21]1[CH:22]=[CH:23][CH:24]=[CH:25][C:20]=1[C:17]1[S:18][CH:19]=[C:15]([N:3]2[CH2:4][C@:5]3([CH:10]4[CH2:11][CH2:12][N:7]([CH2:8][CH2:9]4)[CH2:6]3)[O:1][C:2]2=[O:13])[CH:16]=1. (6) Given the reactants [H-].[Al+3].[Li+].[H-].[H-].[H-].[Cl:7][C:8]1[CH:13]=[CH:12][C:11]([C@H:14]2[NH:19][C@@H:18]([C:20](OC)=[O:21])[CH2:17][CH2:16][CH2:15]2)=[CH:10][CH:9]=1.O.[OH-].[Na+], predict the reaction product. The product is: [Cl:7][C:8]1[CH:13]=[CH:12][C:11]([C@H:14]2[NH:19][C@@H:18]([CH2:20][OH:21])[CH2:17][CH2:16][CH2:15]2)=[CH:10][CH:9]=1.